From a dataset of Reaction yield outcomes from USPTO patents with 853,638 reactions. Predict the reaction yield, written as a fraction of the theoretical maximum amount of product (1.0 means a 100% yield; for example, 0.34 means a 34% yield). (1) The catalyst is CO. The reactants are [CH2:1]([O:3][CH:4]([O:9][CH2:10][CH3:11])[C:5](=[NH:8])OC)[CH3:2].Cl.[F:13][CH:14]([F:20])[C:15](=[N:17]NC)[NH2:16].[C:21]([O-])(=O)C.[Na+]. The product is [CH2:10]([O:9][CH:4]([O:3][CH2:1][CH3:2])[C:5]1[N:8]([CH3:21])[N:17]=[C:15]([CH:14]([F:20])[F:13])[N:16]=1)[CH3:11]. The yield is 0.326. (2) The reactants are [NH:1]1[C:9]2[C:4](=[CH:5][CH:6]=[CH:7][CH:8]=2)[CH2:3][CH:2]1[C:10](O)=[O:11].C1COCC1. The catalyst is O. The product is [NH:1]1[C:9]2[C:4](=[CH:5][CH:6]=[CH:7][CH:8]=2)[CH2:3][CH:2]1[CH2:10][OH:11]. The yield is 0.940.